This data is from NCI-60 drug combinations with 297,098 pairs across 59 cell lines. The task is: Regression. Given two drug SMILES strings and cell line genomic features, predict the synergy score measuring deviation from expected non-interaction effect. (1) Drug 1: C1=C(C(=O)NC(=O)N1)N(CCCl)CCCl. Drug 2: C1=CC(=CC=C1CC(C(=O)O)N)N(CCCl)CCCl.Cl. Cell line: EKVX. Synergy scores: CSS=19.6, Synergy_ZIP=-1.67, Synergy_Bliss=8.85, Synergy_Loewe=5.06, Synergy_HSA=7.23. (2) Drug 1: CC1CC2C3CCC4=CC(=O)C=CC4(C3(C(CC2(C1(C(=O)CO)O)C)O)F)C. Drug 2: CCC1=C2N=C(C=C(N2N=C1)NCC3=C[N+](=CC=C3)[O-])N4CCCCC4CCO. Cell line: HT29. Synergy scores: CSS=41.7, Synergy_ZIP=2.75, Synergy_Bliss=3.10, Synergy_Loewe=-26.6, Synergy_HSA=1.12.